Dataset: Catalyst prediction with 721,799 reactions and 888 catalyst types from USPTO. Task: Predict which catalyst facilitates the given reaction. (1) Reactant: Cl.[NH:2]1[CH2:5][CH:4]([OH:6])[CH2:3]1.[C:7]([C:11]1[CH:12]=[C:13]([CH:17]=[C:18]([C:21]([CH3:24])([CH3:23])[CH3:22])[C:19]=1[OH:20])[C:14](Cl)=[O:15])([CH3:10])([CH3:9])[CH3:8]. Product: [C:21]([C:18]1[CH:17]=[C:13]([C:14]([N:2]2[CH2:5][CH:4]([OH:6])[CH2:3]2)=[O:15])[CH:12]=[C:11]([C:7]([CH3:10])([CH3:9])[CH3:8])[C:19]=1[OH:20])([CH3:24])([CH3:22])[CH3:23]. The catalyst class is: 821. (2) Reactant: [NH2:1][C:2]1[CH:11]=[CH:10][C:9]2[C:4](=[CH:5][CH:6]=[CH:7][CH:8]=2)[C:3]=1[C:12]1[C:21]2[C:16](=[CH:17][CH:18]=[CH:19][CH:20]=2)[CH:15]=[CH:14][C:13]=1[P:22]([C:29]1[CH:34]=[CH:33][CH:32]=[CH:31][CH:30]=1)[C:23]1[CH:28]=[CH:27][CH:26]=[CH:25][CH:24]=1.N1C=CC=CC=1.Cl[C:42]([O:44][CH3:45])=[O:43].[Cl-].[NH4+]. Product: [CH3:45][O:44][C:42]([NH:1][C:2]1[CH:11]=[CH:10][C:9]2[C:4](=[CH:5][CH:6]=[CH:7][CH:8]=2)[C:3]=1[C:12]1[C:21]2[C:16](=[CH:17][CH:18]=[CH:19][CH:20]=2)[CH:15]=[CH:14][C:13]=1[P:22]([C:29]1[CH:30]=[CH:31][CH:32]=[CH:33][CH:34]=1)[C:23]1[CH:24]=[CH:25][CH:26]=[CH:27][CH:28]=1)=[O:43]. The catalyst class is: 2. (3) Reactant: C([Li])CCC.Br[C:7]1[CH:8]=[C:9]2[C:14](=[C:15]([CH3:17])[CH:16]=1)[N:13]=[C:12]([Cl:18])[C:11]([C:19]1[CH:24]=[CH:23][CH:22]=[CH:21][CH:20]=1)=[C:10]2[Cl:25].[C:26]([CH:34]1[CH2:39][CH2:38][N:37]([C:40](=[O:42])[CH3:41])[CH2:36][CH2:35]1)(=[O:33])[C:27]1[CH:32]=[CH:31][CH:30]=[CH:29][CH:28]=1. Product: [Cl:18][C:12]1[C:11]([C:19]2[CH:24]=[CH:23][CH:22]=[CH:21][CH:20]=2)=[C:10]([Cl:25])[C:9]2[C:14](=[C:15]([CH3:17])[CH:16]=[C:7]([C:26]([OH:33])([C:27]3[CH:32]=[CH:31][CH:30]=[CH:29][CH:28]=3)[CH:34]3[CH2:39][CH2:38][N:37]([C:40](=[O:42])[CH3:41])[CH2:36][CH2:35]3)[CH:8]=2)[N:13]=1. The catalyst class is: 1.